This data is from Full USPTO retrosynthesis dataset with 1.9M reactions from patents (1976-2016). The task is: Predict the reactants needed to synthesize the given product. (1) Given the product [CH2:19]([O:21][C:22]([N:24]1[CH2:25][CH2:26][N:27]([C:16]([CH:9]([NH:8][C:6]([O:5][C:1]([CH3:2])([CH3:3])[CH3:4])=[O:7])[CH2:10][C:11]2[N:15]=[CH:14][NH:13][CH:12]=2)=[O:18])[CH2:28][CH2:29]1)=[O:23])[CH3:20], predict the reactants needed to synthesize it. The reactants are: [C:1]([O:5][C:6]([NH:8][C@H:9]([C:16]([OH:18])=O)[CH2:10][C:11]1[N:15]=[CH:14][NH:13][CH:12]=1)=[O:7])([CH3:4])([CH3:3])[CH3:2].[CH2:19]([O:21][C:22]([N:24]1[CH2:29][CH2:28][NH:27][CH2:26][CH2:25]1)=[O:23])[CH3:20].CCN=C=NCCCN(C)C.Cl.C1C=CC2N(O)N=NC=2C=1. (2) Given the product [CH3:12][C:9]1[N:8]([CH:13]([CH3:15])[CH3:14])[C:7]([C:5]2[CH:4]=[CH:3][N:20]=[C:18]([NH:17][CH:21]3[CH2:26][CH2:25][N:24]([C:27]([O:29][CH2:30][C:31]4[CH:36]=[CH:35][CH:34]=[CH:33][CH:32]=4)=[O:28])[CH2:23][CH2:22]3)[N:19]=2)=[CH:11][N:10]=1, predict the reactants needed to synthesize it. The reactants are: CN(C)/[CH:3]=[CH:4]/[C:5]([C:7]1[N:8]([CH:13]([CH3:15])[CH3:14])[C:9]([CH3:12])=[N:10][CH:11]=1)=O.[NH:17]([CH:21]1[CH2:26][CH2:25][N:24]([C:27]([O:29][CH2:30][C:31]2[CH:36]=[CH:35][CH:34]=[CH:33][CH:32]=2)=[O:28])[CH2:23][CH2:22]1)[C:18]([NH2:20])=[NH:19]. (3) Given the product [CH3:55][O:56][C:57]1[CH:58]=[C:59]2[C:64](=[CH:65][C:66]=1[O:67][CH3:68])[N:63]=[CH:62][CH:61]=[C:60]2[O:69][C:70]1[CH:71]=[CH:72][C:73]([NH:74][C:53]([NH:52][C:37](=[O:51])[CH2:38][CH2:39][CH2:40][CH2:41][CH2:42][CH2:43][CH2:44][CH2:45][CH2:46][CH2:47][CH2:48][CH2:49][CH3:50])=[S:54])=[CH:75][CH:76]=1, predict the reactants needed to synthesize it. The reactants are: S(Cl)(Cl)=O.C(O)(=O)CCCCCCCCCCCCC.C(Cl)(=O)CCCCCCCCCCCCC.[C:37]([N:52]=[C:53]=[S:54])(=[O:51])[CH2:38][CH2:39][CH2:40][CH2:41][CH2:42][CH2:43][CH2:44][CH2:45][CH2:46][CH2:47][CH2:48][CH2:49][CH3:50].[CH3:55][O:56][C:57]1[CH:58]=[C:59]2[C:64](=[CH:65][C:66]=1[O:67][CH3:68])[N:63]=[CH:62][CH:61]=[C:60]2[O:69][C:70]1[CH:76]=[CH:75][C:73]([NH2:74])=[CH:72][CH:71]=1. (4) Given the product [Cl:1][C:2]1[CH:7]=[CH:6][C:5]([O:8][C:20]2[CH:19]=[N:18][CH:17]=[C:16]3[S:30][C:26]([C:27]([O:29][CH3:9])=[O:28])=[CH:22][C:21]=23)=[CH:4][CH:3]=1, predict the reactants needed to synthesize it. The reactants are: [Cl:1][C:2]1[CH:7]=[CH:6][C:5]([OH:8])=[CH:4][CH:3]=1.[CH3:9]C(C)([O-])C.[K+].Cl[C:16]1[CH:17]=[N:18][CH:19]=[C:20](Cl)[C:21]=1[CH:22]=O.C[CH:26]([SH:30])[C:27]([O-:29])=[O:28].C([O-])([O-])=O.[Cs+].[Cs+]. (5) Given the product [NH2:1][C:4]1[CH:9]=[CH:8][CH:7]=[CH:6][C:5]=1[CH2:10][CH2:11][C:12]1[C:16]2[C:17](=[O:31])[N:18]([C:25]3[CH:30]=[CH:29][CH:28]=[CH:27][CH:26]=3)[C:19]3[N:20]=[CH:21][CH:22]=[CH:23][C:24]=3[C:15]=2[NH:14][N:13]=1, predict the reactants needed to synthesize it. The reactants are: [N+:1]([C:4]1[CH:9]=[CH:8][CH:7]=[CH:6][C:5]=1[CH2:10][CH2:11][C:12]1[C:16]2[C:17](=[O:31])[N:18]([C:25]3[CH:30]=[CH:29][CH:28]=[CH:27][CH:26]=3)[C:19]3[N:20]=[CH:21][CH:22]=[CH:23][C:24]=3[C:15]=2[NH:14][N:13]=1)([O-])=O.